Dataset: Catalyst prediction with 721,799 reactions and 888 catalyst types from USPTO. Task: Predict which catalyst facilitates the given reaction. (1) Reactant: [CH2:1]([C:9]1[C:10]([C:22]([F:25])([F:24])[F:23])=[C:11]2[C:15]3=[C:16]([CH2:18][NH:19][CH2:20][CH2:21][N:14]3[CH:13]=[CH:12]2)[CH:17]=1)[CH2:2][C:3]1[CH:8]=[CH:7][CH:6]=[CH:5][CH:4]=1.[C:26]([NH:33][C:34]([NH:36][C:37]([O:39][C:40]([CH3:43])([CH3:42])[CH3:41])=[O:38])=S)([O:28][C:29]([CH3:32])([CH3:31])[CH3:30])=[O:27].C(N(CC)CC)C.C(OCC)(=O)C. Product: [C:40]([O:39][C:37](=[O:38])[NH:36]/[C:34](=[N:33]\[C:26]([O:28][C:29]([CH3:32])([CH3:31])[CH3:30])=[O:27])/[CH:20]1[NH:19][CH2:18][C:16]2=[C:15]3[C:11](=[C:10]([C:22]([F:25])([F:24])[F:23])[C:9]([CH2:1][CH2:2][C:3]4[CH:4]=[CH:5][CH:6]=[CH:7][CH:8]=4)=[CH:17]2)[CH:12]=[CH:13][N:14]3[CH2:21]1)([CH3:43])([CH3:42])[CH3:41]. The catalyst class is: 3. (2) Reactant: Br[C:2]1[CH:3]=[C:4]2[C:9](=[CH:10][CH:11]=1)[N:8]=[CH:7][CH:6]=[C:5]2[N:12]([CH2:15][CH3:16])[CH2:13][CH3:14].C([Li])CCC.CN(C)[CH:24]=[O:25]. Product: [CH2:13]([N:12]([CH2:15][CH3:16])[C:5]1[C:4]2[C:9](=[CH:10][CH:11]=[C:2]([CH:24]=[O:25])[CH:3]=2)[N:8]=[CH:7][CH:6]=1)[CH3:14]. The catalyst class is: 683. (3) Reactant: [OH:1][O:2][S:3]([O-:5])=O.[K+].[Cl:7][C:8]1[CH:9]=[C:10]2[C:14](=[CH:15][CH:16]=1)[NH:13][C:12]([C:17]([NH:19][CH:20]1[CH2:29][C:28]3[C:23](=[CH:24][CH:25]=[CH:26][CH:27]=3)[N:22]([CH2:30][CH2:31][S:32][CH3:33])[C:21]1=[O:34])=[O:18])=[CH:11]2.[CH3:35]O. Product: [Cl:7][C:8]1[CH:9]=[C:10]2[C:14](=[CH:15][CH:16]=1)[NH:13][C:12]([C:17]([NH:19][CH:20]1[CH2:29][C:28]3[C:23](=[CH:24][CH:25]=[CH:26][CH:27]=3)[N:22]([CH2:30][CH2:31][S:32]([CH3:33])=[O:1])[C:21]1=[O:34])=[O:18])=[CH:11]2.[Cl:7][C:8]1[CH:9]=[C:10]2[C:14](=[CH:15][CH:16]=1)[NH:13][C:12]([C:17]([NH:19][CH:20]1[CH2:29][C:28]3[C:23](=[CH:24][CH:25]=[CH:26][CH:27]=3)[N:22]([CH2:30][CH2:31][S:3]([CH3:35])(=[O:5])=[O:2])[C:21]1=[O:34])=[O:18])=[CH:11]2. The catalyst class is: 238. (4) Reactant: [N+:1]([O-:4])(O)=[O:2].[F:5][C:6]1[C:14]([F:15])=[C:13]([F:16])[CH:12]=[CH:11][C:7]=1[C:8]([OH:10])=[O:9].O. Product: [F:5][C:6]1[C:14]([F:15])=[C:13]([F:16])[C:12]([N+:1]([O-:4])=[O:2])=[CH:11][C:7]=1[C:8]([OH:10])=[O:9]. The catalyst class is: 82. (5) Reactant: P(Cl)(Cl)(Cl)=O.[Br:6][C:7]1[CH:12]=[CH:11][C:10]([CH2:13][C:14]([OH:16])=O)=[CH:9][CH:8]=1.[C:17]([O-])([O-])=[O:18].[K+].[K+].[OH-].[Na+]. The catalyst class is: 3. Product: [Br:6][C:7]1[CH:8]=[CH:9][C:10]([C:13](=[CH:14][OH:16])[CH:17]=[O:18])=[CH:11][CH:12]=1. (6) Reactant: [NH2:1][C:2]1[N:7]=[C:6]([C:8]2[CH:13]=[CH:12][CH:11]=[CH:10][CH:9]=2)[C:5]([C:14]2[CH:15]=[CH:16][C:17](=[O:23])[N:18]([CH:20]([CH3:22])[CH3:21])[N:19]=2)=[CH:4][CH:3]=1.[I:24]N1C(=O)CCC1=O.C([O-])(O)=O.[Na+].CCOC(C)=O. Product: [NH2:1][C:2]1[N:7]=[C:6]([C:8]2[CH:9]=[CH:10][CH:11]=[CH:12][CH:13]=2)[C:5]([C:14]2[CH:15]=[CH:16][C:17](=[O:23])[N:18]([CH:20]([CH3:21])[CH3:22])[N:19]=2)=[CH:4][C:3]=1[I:24]. The catalyst class is: 3. (7) Reactant: P(Br)(Br)[Br:2].[F:5][C:6]1[CH:11]=[CH:10][C:9]([I:12])=[CH:8][C:7]=1[CH2:13]O. Product: [Br:2][CH2:13][C:7]1[CH:8]=[C:9]([I:12])[CH:10]=[CH:11][C:6]=1[F:5]. The catalyst class is: 2. (8) Reactant: [C:1]([C:3]1[CH:8]=[CH:7][C:6](B(O)O)=[CH:5][C:4]=1[F:12])#[N:2].Br[C:14]1[CH:15]=[C:16]([CH:18]=[CH:19][CH:20]=1)[NH2:17].[O-]P([O-])([O-])=O.[K+].[K+].[K+].C1(P(C2CCCCC2)C2CCCCC2)CCCCC1. Product: [C:1]([C:3]1[CH:8]=[CH:7][C:6]([C:14]2[CH:20]=[CH:19][CH:18]=[C:16]([NH2:17])[CH:15]=2)=[CH:5][C:4]=1[F:12])#[N:2]. The catalyst class is: 62.